This data is from Forward reaction prediction with 1.9M reactions from USPTO patents (1976-2016). The task is: Predict the product of the given reaction. (1) Given the reactants [CH3:1][O:2][C:3]1[CH:4]=[C:5]([CH:9]=[CH:10][C:11]=1[O:12][CH3:13])[C:6](Cl)=[O:7].C(OC([N:21]1[CH2:26][CH2:25][NH:24][CH:23]([C:27]2[CH:32]=[CH:31][CH:30]=[CH:29][CH:28]=2)[CH2:22]1)=O)(C)(C)C, predict the reaction product. The product is: [CH3:1][O:2][C:3]1[CH:4]=[C:5]([C:6]([N:24]2[CH2:25][CH2:26][NH:21][CH2:22][CH:23]2[C:27]2[CH:32]=[CH:31][CH:30]=[CH:29][CH:28]=2)=[O:7])[CH:9]=[CH:10][C:11]=1[O:12][CH3:13]. (2) Given the reactants [N+:1]([C:4]1[CH:5]=[C:6]([CH:23]=[CH:24][CH:25]=1)[O:7][C:8]1[CH:22]=[CH:21][C:11]2[N:12]=[C:13]([NH:15][C:16]([CH:18]3[CH2:20][CH2:19]3)=[O:17])[S:14][C:10]=2[CH:9]=1)([O-])=O.Cl, predict the reaction product. The product is: [NH2:1][C:4]1[CH:5]=[C:6]([CH:23]=[CH:24][CH:25]=1)[O:7][C:8]1[CH:22]=[CH:21][C:11]2[N:12]=[C:13]([NH:15][C:16]([CH:18]3[CH2:20][CH2:19]3)=[O:17])[S:14][C:10]=2[CH:9]=1. (3) The product is: [F:71][C:69]1[CH:68]=[C:65]([CH:64]=[C:63]([N:11]2[CH2:12][CH2:13][C:14]3[N:15]=[C:7]([C:2]4[CH:3]=[CH:4][CH:5]=[CH:6][N:1]=4)[S:8][C:9]=3[CH2:10]2)[CH:70]=1)[C:66]#[N:67]. Given the reactants [N:1]1[CH:6]=[CH:5][CH:4]=[CH:3][C:2]=1[C:7]1[S:8][C:9]2[CH2:10][NH:11][CH2:12][CH2:13][C:14]=2[N:15]=1.C1C=CC(P(C2C(C3C(P(C4C=CC=CC=4)C4C=CC=CC=4)=CC=C4C=3C=CC=C4)=C3C(C=CC=C3)=CC=2)C2C=CC=CC=2)=CC=1.Br[C:63]1[CH:64]=[C:65]([CH:68]=[C:69]([F:71])[CH:70]=1)[C:66]#[N:67].CC(C)([O-])C.[Na+], predict the reaction product. (4) The product is: [S:8]1[CH:9]=[CH:10][C:6]2[CH:5]=[CH:4][CH:3]=[C:2]([C:14]3[CH:15]=[CH:16][N:11]=[CH:12][CH:13]=3)[C:7]1=2. Given the reactants Br[C:2]1[C:7]2[S:8][CH:9]=[CH:10][C:6]=2[CH:5]=[CH:4][CH:3]=1.[N:11]1[CH:16]=[CH:15][C:14](B(O)O)=[CH:13][CH:12]=1, predict the reaction product. (5) Given the reactants C(OC1C=C(C(C)(C)O)C=C(C(C)(C)O)C=1)C1C=CC=CC=1.C([O:30][C:31]1[CH:32]=[C:33]([C:47]([CH2:53][CH2:54][CH2:55][CH3:56])([CH2:49][CH2:50][CH2:51][CH3:52])O)[CH:34]=[C:35]([C:37]([CH2:43][CH2:44][CH2:45][CH3:46])([CH2:39][CH2:40][CH2:41][CH3:42])O)[CH:36]=1)C1C=CC=CC=1, predict the reaction product. The product is: [CH2:39]([CH:37]([C:35]1[CH:36]=[C:31]([OH:30])[CH:32]=[C:33]([CH:47]([CH2:49][CH2:50][CH2:51][CH3:52])[CH2:53][CH2:54][CH2:55][CH3:56])[CH:34]=1)[CH2:43][CH2:44][CH2:45][CH3:46])[CH2:40][CH2:41][CH3:42]. (6) Given the reactants [CH3:1][O:2][C:3]1[CH:4]=[C:5]2[C:10](=[CH:11][C:12]=1[O:13][CH3:14])[N:9]=[CH:8][N:7]=[C:6]2[O:15][C:16]1[CH:22]=[CH:21][C:19]([NH2:20])=[CH:18][CH:17]=1.Cl[C:24](Cl)([O:26][C:27](=[O:33])OC(Cl)(Cl)Cl)Cl.[CH2:35](O)[CH2:36][CH2:37][CH2:38][CH2:39]C.C(=O)(O)[O-].[Na+], predict the reaction product. The product is: [CH3:1][O:2][C:3]1[CH:4]=[C:5]2[C:10](=[CH:11][C:12]=1[O:13][CH3:14])[N:9]=[CH:8][N:7]=[C:6]2[O:15][C:16]1[CH:22]=[CH:21][C:19]([NH:20][C:27](=[O:33])[O:26][CH2:24][CH2:35][CH2:36][CH2:37][CH2:38][CH3:39])=[CH:18][CH:17]=1. (7) The product is: [C:42]([O:41][C:39]([N:22]([CH2:23][C@@H:24]([C:32]1[CH:37]=[CH:36][CH:35]=[C:34]([Cl:38])[CH:33]=1)[OH:25])[CH2:21][CH2:20][C:17]1[CH:18]=[CH:19][C:14]([S:11]([C:8]2[CH:9]=[CH:10][C:2]([NH:1][C:56](=[O:55])[CH2:57][OH:58])=[C:3]([CH:7]=2)[C:4]([OH:6])=[O:5])(=[O:12])=[O:13])=[CH:15][CH:16]=1)=[O:40])([CH3:45])([CH3:44])[CH3:43]. Given the reactants [NH2:1][C:2]1[CH:10]=[CH:9][C:8]([S:11]([C:14]2[CH:19]=[CH:18][C:17]([CH2:20][CH2:21][N:22]([C:39]([O:41][C:42]([CH3:45])([CH3:44])[CH3:43])=[O:40])[CH2:23][C@@H:24]([C:32]3[CH:37]=[CH:36][CH:35]=[C:34]([Cl:38])[CH:33]=3)[O:25]C3CCCCO3)=[CH:16][CH:15]=2)(=[O:13])=[O:12])=[CH:7][C:3]=1[C:4]([OH:6])=[O:5].N1C=CC=CC=1.C([O:55][CH2:56][C:57](Cl)=[O:58])(=O)C.Cl, predict the reaction product.